The task is: Predict the reactants needed to synthesize the given product.. This data is from Full USPTO retrosynthesis dataset with 1.9M reactions from patents (1976-2016). (1) Given the product [Cl:1][C:2]1[CH:7]=[CH:6][C:5]([O:8][CH3:9])=[CH:4][C:3]=1[N:10]([CH2:11][CH2:12][C:13]1[CH:18]=[CH:17][C:16]([C:19]([F:21])([F:20])[F:22])=[CH:15][CH:14]=1)[C:25](=[O:26])[C:24](=[O:23])[C:28]1[CH:33]=[CH:32][CH:31]=[CH:30][CH:29]=1, predict the reactants needed to synthesize it. The reactants are: [Cl:1][C:2]1[CH:7]=[CH:6][C:5]([O:8][CH3:9])=[CH:4][C:3]=1[NH:10][CH2:11][CH2:12][C:13]1[CH:18]=[CH:17][C:16]([C:19]([F:22])([F:21])[F:20])=[CH:15][CH:14]=1.[O:23]=[C:24]([C:28]1[CH:33]=[CH:32][CH:31]=[CH:30][CH:29]=1)[C:25](O)=[O:26]. (2) Given the product [Cl:1][C:2]1[CH:7]=[CH:6][CH:5]=[CH:4][C:3]=1[C:8]1[N:17]=[C:16]([N:18]2[CH2:23][CH2:22][N:21]([CH2:24][CH3:25])[CH2:20][CH2:19]2)[C:15]2[C:10](=[CH:11][CH:12]=[CH:13][CH:14]=2)[N:9]=1, predict the reactants needed to synthesize it. The reactants are: [Cl:1][C:2]1[CH:7]=[CH:6][CH:5]=[CH:4][C:3]=1[C:8]1[N:17]=[C:16]([N:18]2[CH2:23][CH2:22][NH:21][CH2:20][CH2:19]2)[C:15]2[C:10](=[CH:11][CH:12]=[CH:13][CH:14]=2)[N:9]=1.[CH2:24](I)[CH3:25].C(=O)([O-])[O-].[K+].[K+]. (3) Given the product [C:30]([C:28]1[CH:27]=[C:26]([NH:34][S:35]([CH3:38])(=[O:37])=[O:36])[C:25]([O:39][CH3:40])=[C:24]([NH:23][C:6](=[O:7])[C:5]2[CH:9]=[CH:10][C:2]([CH3:1])=[C:3]([N:11]3[CH:15]=[C:14]([C:16]4[C:17]([CH3:22])=[N:18][CH:19]=[CH:20][CH:21]=4)[N:13]=[N:12]3)[CH:4]=2)[CH:29]=1)([CH3:33])([CH3:31])[CH3:32], predict the reactants needed to synthesize it. The reactants are: [CH3:1][C:2]1[CH:10]=[CH:9][C:5]([C:6](O)=[O:7])=[CH:4][C:3]=1[N:11]1[CH:15]=[C:14]([C:16]2[C:17]([CH3:22])=[N:18][CH:19]=[CH:20][CH:21]=2)[N:13]=[N:12]1.[NH2:23][C:24]1[C:25]([O:39][CH3:40])=[C:26]([NH:34][S:35]([CH3:38])(=[O:37])=[O:36])[CH:27]=[C:28]([C:30]([CH3:33])([CH3:32])[CH3:31])[CH:29]=1. (4) Given the product [CH2:4]([CH:3]([CH2:10][CH2:11][CH2:12][CH2:13][CH2:14][CH2:15][CH2:16][CH3:17])[CH2:2][C:22]1[CH:26]=[CH:25][S:24][CH:23]=1)[CH2:5][CH2:6][CH2:7][CH2:8][CH3:9], predict the reactants needed to synthesize it. The reactants are: Br[CH2:2][CH:3]([CH2:10][CH2:11][CH2:12][CH2:13][CH2:14][CH2:15][CH2:16][CH3:17])[CH2:4][CH2:5][CH2:6][CH2:7][CH2:8][CH3:9].[Mg].II.Br[C:22]1[CH:26]=[CH:25][S:24][CH:23]=1. (5) Given the product [OH:1][C:2]1[CH:3]=[C:4]([CH2:9][CH2:10][C:11]([NH:13][C:14]2[CH:23]=[CH:22][C:17]([C:18]([NH:25][NH2:26])=[O:19])=[CH:16][CH:15]=2)=[O:12])[CH:5]=[CH:6][C:7]=1[OH:8], predict the reactants needed to synthesize it. The reactants are: [OH:1][C:2]1[CH:3]=[C:4]([CH2:9][CH2:10][C:11]([NH:13][C:14]2[CH:23]=[CH:22][C:17]([C:18](OC)=[O:19])=[CH:16][CH:15]=2)=[O:12])[CH:5]=[CH:6][C:7]=1[OH:8].O.[NH2:25][NH2:26]. (6) Given the product [Br:1][C:2]1[C:11]([Br:12])=[C:10]([Br:13])[C:9]2[N:14]=[C:15]([N:16]3[CH2:17][CH2:18][CH:21]([OH:20])[CH2:22][CH2:23]3)[N:7]3[C:8]=2[C:3]=1[CH2:4][CH2:5][CH2:6]3, predict the reactants needed to synthesize it. The reactants are: [Br:1][C:2]1[C:11]([Br:12])=[C:10]([Br:13])[C:9]2[N:14]=[C:15]([NH:16][CH2:17][CH2:18]N)[N:7]3[C:8]=2[C:3]=1[CH2:4][CH2:5][CH2:6]3.[OH:20][CH:21]1CCN[CH2:23][CH2:22]1. (7) Given the product [N:7]([CH2:6][CH:5]([NH:10][C:11]([O:13][C:14]([CH3:17])([CH3:16])[CH3:15])=[O:12])[CH2:4][C:3]([OH:18])=[O:2])=[N+:8]=[N-:9], predict the reactants needed to synthesize it. The reactants are: C[O:2][C:3](=[O:18])[CH2:4][CH:5]([NH:10][C:11]([O:13][C:14]([CH3:17])([CH3:16])[CH3:15])=[O:12])[CH2:6][N:7]=[N+:8]=[N-:9].[Li+].[OH-]. (8) The reactants are: [CH3:1][O:2][CH2:3][C:4]1[O:5][C:6]([CH3:19])=[CH:7][C:8](=[O:18])[C:9]=1[O:10][CH2:11][C:12]1[CH:17]=[CH:16][CH:15]=[CH:14][CH:13]=1.O[CH:21](C1OC(C)=CC(=O)C=1OCC1C=CC=CC=1)[CH2:22]C. Given the product [CH3:1][O:2][CH:3]([C:4]1[O:5][C:6]([CH3:19])=[CH:7][C:8](=[O:18])[C:9]=1[O:10][CH2:11][C:12]1[CH:17]=[CH:16][CH:15]=[CH:14][CH:13]=1)[CH2:21][CH3:22], predict the reactants needed to synthesize it.